Dataset: Full USPTO retrosynthesis dataset with 1.9M reactions from patents (1976-2016). Task: Predict the reactants needed to synthesize the given product. (1) Given the product [NH2:35][CH:36]1[CH2:41][CH2:40][N:39]([C:23](=[O:24])[CH2:22][C:19]2[CH:20]=[CH:21][C:16]([C@@H:13]3[CH2:14][CH2:15][C@H:11]([NH:10][C@@H:8]([C:5]4[CH:6]=[CH:7][C:2]([F:1])=[C:3]([O:26][CH3:27])[CH:4]=4)[CH3:9])[CH2:12]3)=[CH:17][CH:18]=2)[CH2:38][CH2:37]1, predict the reactants needed to synthesize it. The reactants are: [F:1][C:2]1[CH:7]=[CH:6][C:5]([C@H:8]([NH:10][C@H:11]2[CH2:15][CH2:14][C@@H:13]([C:16]3[CH:21]=[CH:20][C:19]([CH2:22][C:23](O)=[O:24])=[CH:18][CH:17]=3)[CH2:12]2)[CH3:9])=[CH:4][C:3]=1[O:26][CH3:27].C(OC([NH:35][CH:36]1[CH2:41][CH2:40][NH:39][CH2:38][CH2:37]1)=O)(C)(C)C. (2) Given the product [Cl:1][C:2]1[CH:7]=[CH:6][CH:5]=[CH:4][C:3]=1[C:8]1[C:12]2[C:13]([NH:26][CH2:27][C@@H:28]([OH:30])[CH3:29])=[N:14][C:15]([O:17][C:18]3[CH:23]=[CH:22][C:21]([F:24])=[CH:20][C:19]=3[F:25])=[CH:16][C:11]=2[NH:10][N:9]=1, predict the reactants needed to synthesize it. The reactants are: [Cl:1][C:2]1[CH:7]=[CH:6][CH:5]=[CH:4][C:3]=1[C:8]1[C:12]2[C:13]([NH:26][CH2:27][CH:28]([OH:30])[CH3:29])=[N:14][C:15]([O:17][C:18]3[CH:23]=[CH:22][C:21]([F:24])=[CH:20][C:19]=3[F:25])=[CH:16][C:11]=2[NH:10][N:9]=1.C(N(CC)C(C)C)(C)C.NN. (3) Given the product [C:1]([O:5][C:6]([N:8]1[CH:12]=[C:11]([C:13]2[C:21]3[C:16](=[CH:17][CH:18]=[CH:19][CH:20]=3)[N:15]([CH3:22])[CH:14]=2)[N:10]([C:23]2[C:31]3[C:26](=[CH:27][CH:28]=[CH:29][CH:30]=3)[N:25]([CH2:34][CH2:35][CH2:36][CH2:37][N:38]3[C:42](=[O:43])[C:41]4[C:40](=[CH:47][CH:46]=[CH:45][CH:44]=4)[C:39]3=[O:48])[CH:24]=2)[C:9]1=[O:32])=[O:7])([CH3:4])([CH3:2])[CH3:3], predict the reactants needed to synthesize it. The reactants are: [C:1]([O:5][C:6]([N:8]1[CH:12]=[C:11]([C:13]2[C:21]3[C:16](=[CH:17][CH:18]=[CH:19][CH:20]=3)[N:15]([CH3:22])[CH:14]=2)[N:10]([C:23]2[C:31]3[C:26](=[CH:27][CH:28]=[CH:29][CH:30]=3)[NH:25][CH:24]=2)[C:9]1=[O:32])=[O:7])([CH3:4])([CH3:3])[CH3:2].Br[CH2:34][CH2:35][CH2:36][CH2:37][N:38]1[C:42](=[O:43])[C:41]2=[CH:44][CH:45]=[CH:46][CH:47]=[C:40]2[C:39]1=[O:48].[H-].[Na+]. (4) The reactants are: [CH3:1][O:2][C:3]1[CH:4]=[C:5]([CH2:20][C:21]([O:23]C(C)(C)C)=[O:22])[CH:6]=[CH:7][C:8]=1[NH:9][C:10]([NH:12][C:13]1[CH:18]=[CH:17][CH:16]=[CH:15][C:14]=1[CH3:19])=[O:11]. Given the product [CH3:1][O:2][C:3]1[CH:4]=[C:5]([CH2:20][C:21]([OH:23])=[O:22])[CH:6]=[CH:7][C:8]=1[NH:9][C:10]([NH:12][C:13]1[CH:18]=[CH:17][CH:16]=[CH:15][C:14]=1[CH3:19])=[O:11], predict the reactants needed to synthesize it. (5) Given the product [CH2:2]([S:45]([C:15]1[CH:35]=[C:34]([C:36]([F:38])([F:39])[F:37])[CH:33]=[CH:32][C:16]=1[C:17]([N:19]([CH3:31])[C:20]1[CH:25]=[CH:24][C:23]([S:26][C:27]([F:30])([F:29])[F:28])=[CH:22][N:21]=1)=[O:18])(=[O:49])=[O:47])[CH3:3], predict the reactants needed to synthesize it. The reactants are: Cl[C:2]1C=CC=C(C(OO)=O)[CH:3]=1.C(S[C:15]1[CH:35]=[C:34]([C:36]([F:39])([F:38])[F:37])[CH:33]=[CH:32][C:16]=1[C:17]([N:19]([CH3:31])[C:20]1[CH:25]=[CH:24][C:23]([S:26][C:27]([F:30])([F:29])[F:28])=[CH:22][N:21]=1)=[O:18])C.C(=O)(O)[O-].[Na+].[S:45]([O-:49])([O-])(=[O:47])=S.[Na+].[Na+]. (6) Given the product [CH2:1]([O:3][C:4]([C:6]1[N:7]=[C:13]2[N:14]([C:15](=[O:25])[C:16]=1[O:17][CH2:18][C:19]1[CH:24]=[CH:23][CH:22]=[CH:21][CH:20]=1)[CH2:8][CH:9]1[CH2:10][CH2:11][C:12]2([O:60][CH2:59][C:50](=[O:49])[N:51]([CH3:53])[CH3:52])[CH2:26][CH2:27]1)=[O:5])[CH3:2], predict the reactants needed to synthesize it. The reactants are: [CH2:1]([O:3][C:4]([C:6]1[N:7]=[C:8]2[N:14]([C:15](=[O:25])[C:16]=1[O:17][CH2:18][C:19]1[CH:24]=[CH:23][CH:22]=[CH:21][CH:20]=1)[CH2:13][CH:12]1[CH2:26][CH2:27][C:9]2(OCC(O)=O)[CH2:10][CH2:11]1)=[O:5])[CH3:2].F[P-](F)(F)(F)(F)F.N1([O:49][C:50](N(C)C)=[N+:51]([CH3:53])[CH3:52])C2N=CC=CC=2N=N1.C1C[O:60][CH2:59]C1.CNC.